Dataset: Catalyst prediction with 721,799 reactions and 888 catalyst types from USPTO. Task: Predict which catalyst facilitates the given reaction. (1) Reactant: [CH3:1][S:2](Cl)(=[O:4])=[O:3].[C:6]([C:9]1[CH:14]=[CH:13][C:12]([NH:15][C:16](=[O:27])[C:17]#[C:18][C:19]2[CH:24]=[CH:23][C:22]([CH2:25][OH:26])=[CH:21][CH:20]=2)=[CH:11][CH:10]=1)#[C:7][CH3:8].C(N(CC)CC)C. Product: [CH3:1][S:2]([O:26][CH2:25][C:22]1[CH:21]=[CH:20][C:19]([C:18]#[C:17][C:16](=[O:27])[NH:15][C:12]2[CH:11]=[CH:10][C:9]([C:6]#[C:7][CH3:8])=[CH:14][CH:13]=2)=[CH:24][CH:23]=1)(=[O:4])=[O:3]. The catalyst class is: 4. (2) Reactant: Br[C:2]1[CH:7]=[C:6]([NH2:8])[C:5]([CH3:9])=[CH:4][N:3]=1.C([O-])([O-])=O.[Na+].[Na+].[F:16][C:17]1[CH:22]=[CH:21][C:20]([F:23])=[CH:19][C:18]=1B(O)O. Product: [F:16][C:17]1[CH:22]=[CH:21][C:20]([F:23])=[CH:19][C:18]=1[C:2]1[CH:7]=[C:6]([NH2:8])[C:5]([CH3:9])=[CH:4][N:3]=1. The catalyst class is: 235. (3) Reactant: [C:1]([Si:5]([CH3:21])([CH3:20])[O:6][CH2:7][C:8]([CH3:19])([C:10]1[CH:15]=[CH:14][C:13]([N+:16]([O-])=O)=[CH:12][CH:11]=1)[CH3:9])([CH3:4])([CH3:3])[CH3:2]. Product: [C:1]([Si:5]([CH3:20])([CH3:21])[O:6][CH2:7][C:8]([C:10]1[CH:11]=[CH:12][C:13]([NH2:16])=[CH:14][CH:15]=1)([CH3:19])[CH3:9])([CH3:4])([CH3:2])[CH3:3]. The catalyst class is: 99. (4) Reactant: [CH3:1][C:2]1[N:7]=[CH:6][C:5]([CH2:8]O)=[CH:4][CH:3]=1.S(Cl)([Cl:12])=O. Product: [Cl:12][CH2:8][C:5]1[CH:4]=[CH:3][C:2]([CH3:1])=[N:7][CH:6]=1. The catalyst class is: 4. (5) Reactant: Cl[C:2]1[NH:3][C:4]2[CH:10]=[CH:9][CH:8]=[CH:7][C:5]=2[N:6]=1.[N+:11]([C:14]1[CH:20]=[CH:19][C:17]([NH2:18])=[CH:16][CH:15]=1)([O-:13])=[O:12]. Product: [N+:11]([C:14]1[CH:20]=[CH:19][C:17]([NH:18][C:2]2[NH:3][C:4]3[CH:10]=[CH:9][CH:8]=[CH:7][C:5]=3[N:6]=2)=[CH:16][CH:15]=1)([O-:13])=[O:12]. The catalyst class is: 514. (6) Reactant: [CH3:1][O:2][C:3]1[C:8]([C:9]([F:12])([F:11])[F:10])=[CH:7][C:6](/[CH:13]=[CH:14]\[C:15]([O:17][CH2:18][CH3:19])=[O:16])=[CH:5][C:4]=1[C:20]([F:23])([F:22])[F:21]. Product: [CH3:1][O:2][C:3]1[C:4]([C:20]([F:21])([F:22])[F:23])=[CH:5][C:6]([CH2:13][CH2:14][C:15]([O:17][CH2:18][CH3:19])=[O:16])=[CH:7][C:8]=1[C:9]([F:10])([F:12])[F:11]. The catalyst class is: 352.